From a dataset of Reaction yield outcomes from USPTO patents with 853,638 reactions. Predict the reaction yield, written as a fraction of the theoretical maximum amount of product (1.0 means a 100% yield; for example, 0.34 means a 34% yield). (1) The reactants are [NH2:1][C@@H:2]([C:5]([OH:7])=[O:6])[CH2:3][OH:4].[CH3:8][CH:9]([CH3:26])[C:10]([O:12][CH2:13][CH2:14][O:15][C:16](ON1C(=O)CCC1=O)=[O:17])=[O:11]. No catalyst specified. The product is [OH:4][CH2:3][C@@H:2]([NH:1][C:16]([O:15][CH2:14][CH2:13][O:12][C:10](=[O:11])[CH:9]([CH3:8])[CH3:26])=[O:17])[C:5]([OH:7])=[O:6]. The yield is 0.400. (2) The reactants are [CH2:1]1[O:18][CH2:17][CH2:16][O:15][CH2:14][CH2:13][O:12][CH2:11][CH2:10]OCCOCCOC1.CO[C:21]1C(O)=C[C:24]([O:28][CH3:29])=[CH:23][C:22]=1[N+:30]([O-:32])=[O:31].BrCC(OCC)=[O:36]. No catalyst specified. The product is [CH3:29][O:28][C:24]1[CH:23]=[C:22]([N+:30]([O-:32])=[O:31])[CH:21]=[C:17]([O:18][CH3:1])[C:16]=1[O:15][CH2:14][C:13]([O:12][CH2:11][CH3:10])=[O:36]. The yield is 0.760. (3) The product is [CH:1]([C:4]1[N:5]=[C:6]([C:9]2[CH:18]=[C:17]([O:19][CH2:20][CH2:21][C@@H:22]3[NH:36][C:35](=[O:37])[N:34]([CH3:38])[CH2:33][CH2:32][CH2:31][CH2:30][CH:29]=[CH:28][C@H:27]4[C@@:25]([C:39]([OH:41])=[O:40])([CH2:26]4)[NH:24][C:23]3=[O:44])[C:16]3[C:11](=[CH:12][C:13]([O:45][CH3:46])=[CH:14][CH:15]=3)[N:10]=2)[S:7][CH:8]=1)([CH3:3])[CH3:2]. The yield is 0.730. No catalyst specified. The reactants are [CH:1]([C:4]1[N:5]=[C:6]([C:9]2[CH:18]=[C:17]([O:19][CH2:20][CH2:21][C@@H:22]3[NH:36][C:35](=[O:37])[N:34]([CH3:38])[CH2:33][CH2:32][CH2:31][CH2:30][CH:29]=[CH:28][C@H:27]4[C@@:25]([C:39]([O:41]CC)=[O:40])([CH2:26]4)[NH:24][C:23]3=[O:44])[C:16]3[C:11](=[CH:12][C:13]([O:45][CH3:46])=[CH:14][CH:15]=3)[N:10]=2)[S:7][CH:8]=1)([CH3:3])[CH3:2].C(C1N=C(C2C=C(OCC[C@@H]3NC(=O)N(C)CCCCC=C[C@H]4[C@@](C(O)=O)(C4)NC3=O)C3C(=C(C)C(OC)=CC=3)N=2)SC=1)(C)C. (4) The reactants are C(OC([N:6]1[C:14]2[C:9](=[CH:10][C:11]([C:15]3[N:16]([CH3:24])[N:17]=[C:18]([C:20]([F:23])([F:22])[F:21])[CH:19]=3)=[CH:12][CH:13]=2)[CH:8]=[C:7]1[C:25]1[CH:30]=[CH:29][C:28]([C:31]([O:33][CH3:34])=[O:32])=[CH:27][C:26]=1[CH3:35])=O)C.[OH-].[Na+]. The catalyst is CO. The product is [CH3:34][O:33][C:31](=[O:32])[C:28]1[CH:29]=[CH:30][C:25]([C:7]2[NH:6][C:14]3[C:9]([CH:8]=2)=[CH:10][C:11]([C:15]2[N:16]([CH3:24])[N:17]=[C:18]([C:20]([F:23])([F:22])[F:21])[CH:19]=2)=[CH:12][CH:13]=3)=[C:26]([CH3:35])[CH:27]=1. The yield is 0.360. (5) The reactants are [Cl:1][C:2]1[CH:9]=[C:8]([C:10]2[N:14](C3CCCCO3)[N:13]=[CH:12][CH:11]=2)[CH:7]=[C:6]([F:21])[C:3]=1[C:4]#[N:5].Cl.CCO.C([O-])(O)=O.[Na+]. The catalyst is O. The product is [Cl:1][C:2]1[CH:9]=[C:8]([C:10]2[NH:14][N:13]=[CH:12][CH:11]=2)[CH:7]=[C:6]([F:21])[C:3]=1[C:4]#[N:5]. The yield is 0.940. (6) The reactants are FC(F)(F)C1C=C(NC(=O)NC2C=CC(C3SC(CCC(O)=O)=NC=3)=CC=2)C=CC=1.[Cl:31][C:32]1[CH:37]=[CH:36][CH:35]=[CH:34][C:33]=1[NH:38][C:39](=[O:63])[NH:40][C:41]1[CH:46]=[CH:45][C:44]([C:47]2[CH:51]=[CH:50][N:49]([CH:52]3[CH2:57][CH2:56][CH:55]([C:58]([O:60]CC)=[O:59])[CH2:54][CH2:53]3)[N:48]=2)=[CH:43][CH:42]=1. No catalyst specified. The product is [Cl:31][C:32]1[CH:37]=[CH:36][CH:35]=[CH:34][C:33]=1[NH:38][C:39](=[O:63])[NH:40][C:41]1[CH:42]=[CH:43][C:44]([C:47]2[CH:51]=[CH:50][N:49]([CH:52]3[CH2:53][CH2:54][CH:55]([C:58]([OH:60])=[O:59])[CH2:56][CH2:57]3)[N:48]=2)=[CH:45][CH:46]=1. The yield is 0.890. (7) The reactants are [C:1]([O:5][C:6](=[O:18])[NH:7][CH2:8][CH2:9][NH:10][C:11]1[CH:16]=[CH:15][CH:14]=[CH:13][C:12]=1[NH2:17])([CH3:4])([CH3:3])[CH3:2].CN([CH:22]=[O:23])C. No catalyst specified. The product is [C:1]([O:5][C:6](=[O:18])[NH:7][CH2:8][CH2:9][N:10]1[C:11]2[CH:16]=[CH:15][CH:14]=[CH:13][C:12]=2[NH:17][C:22]1=[O:23])([CH3:4])([CH3:2])[CH3:3]. The yield is 0.560. (8) The reactants are P(Cl)(Cl)([Cl:3])=O.[F:6][C:7]1[CH:8]=[C:9]([CH:18]=[CH:19][CH:20]=1)[C:10]([N:12]1[CH2:16][CH2:15][C:14](=O)[NH:13]1)=[O:11]. No catalyst specified. The product is [Cl:3][C:14]1[CH2:15][CH2:16][N:12]([C:10](=[O:11])[C:9]2[CH:18]=[CH:19][CH:20]=[C:7]([F:6])[CH:8]=2)[N:13]=1. The yield is 0.889.